Dataset: Catalyst prediction with 721,799 reactions and 888 catalyst types from USPTO. Task: Predict which catalyst facilitates the given reaction. (1) Reactant: CCN(C(C)C)C(C)C.CCN=C=NCCCN(C)C.C1C=CC2N(O)N=NC=2C=1.[N:31]1([C:37]([C:39]2[CH:44]=[CH:43][CH:42]=[CH:41][C:40]=2C(F)(F)F)=[O:38])CCNCC1. Product: [C:37]([NH2:31])(=[O:38])[C:39]1[CH:44]=[CH:43][CH:42]=[CH:41][CH:40]=1. The catalyst class is: 18. (2) Reactant: N(C(N1CCCCC1)=O)=N[C:3](N1CCCCC1)=O.[OH:19][C:20]1[CH:21]=[C:22]2[C:26](=[CH:27][CH:28]=1)[NH:25][C:24]([CH2:29][CH:30]([CH2:35][C:36]1[CH:41]=[CH:40][CH:39]=[CH:38][CH:37]=1)[C:31]([O:33][CH3:34])=[O:32])=[CH:23]2.OC[CH2:44][CH2:45][NH:46][C:47]1[CH:52]=[CH:51][CH:50]=[CH:49][N:48]=1.C(P(CCCC)CCCC)CCC. Product: [CH2:35]([CH:30]([CH2:29][C:24]1[NH:25][C:26]2[C:22]([CH:23]=1)=[CH:21][C:20]([O:19][CH2:3][CH:45]([NH:46][C:47]1[CH:52]=[CH:51][CH:50]=[CH:49][N:48]=1)[CH3:44])=[CH:28][CH:27]=2)[C:31]([O:33][CH3:34])=[O:32])[C:36]1[CH:37]=[CH:38][CH:39]=[CH:40][CH:41]=1. The catalyst class is: 7. (3) Reactant: Cl[CH2:2][CH2:3][CH2:4][O:5][C:6]1[CH:14]=[CH:13][CH:12]=[C:11]2[C:7]=1[CH:8]=[C:9]([CH3:15])[NH:10]2.[CH:16]1[C:25]2[C:20](=[CH:21][CH:22]=[CH:23][CH:24]=2)[CH:19]=[CH:18][C:17]=1[N:26]1[CH2:33][C@H:32]2[NH:34][CH2:35][C@@H:27]1[CH2:28][CH:29]=[CH:30][CH2:31]2.C([O-])([O-])=O.[K+].[K+].C(#N)C. Product: [CH3:15][C:9]1[NH:10][C:11]2[C:7]([CH:8]=1)=[C:6]([O:5][CH2:4][CH2:3][CH2:2][N:34]1[CH2:35][CH:27]3[N:26]([C:17]4[CH:18]=[CH:19][C:20]5[C:25](=[CH:24][CH:23]=[CH:22][CH:21]=5)[CH:16]=4)[CH2:33][CH:32]1[CH2:31][CH:30]=[CH:29][CH2:28]3)[CH:14]=[CH:13][CH:12]=2. The catalyst class is: 69. (4) The catalyst class is: 3. Product: [ClH:31].[Cl:32][C:27]1[CH:26]=[C:25]([CH:30]=[CH:29][C:28]=1[Cl:31])[C:24]([NH:23][C:20]1[CH:21]=[CH:22][C:17]([O:16][C:13]2[CH:12]=[CH:11][C:10]([NH:9][C:8]([N:48]3[CH2:49][CH2:50][N:45]([CH2:35][C:36]4[CH:44]=[CH:43][C:42]5[O:41][CH2:40][O:39][C:38]=5[CH:37]=4)[CH2:46][CH2:47]3)=[O:34])=[CH:15][CH:14]=2)=[N:18][CH:19]=1)=[O:33]. Reactant: C1(O[C:8](=[O:34])[NH:9][C:10]2[CH:15]=[CH:14][C:13]([O:16][C:17]3[CH:22]=[CH:21][C:20]([NH:23][C:24](=[O:33])[C:25]4[CH:30]=[CH:29][C:28]([Cl:31])=[C:27]([Cl:32])[CH:26]=4)=[CH:19][N:18]=3)=[CH:12][CH:11]=2)C=CC=CC=1.[CH2:35]([N:45]1[CH2:50][CH2:49][NH:48][CH2:47][CH2:46]1)[C:36]1[CH:44]=[CH:43][C:42]2[O:41][CH2:40][O:39][C:38]=2[CH:37]=1. (5) Reactant: O.[C:2]1(C)C=CC(S(O)(=O)=O)=C[CH:3]=1.[N:13]1[CH:18]=[CH:17][C:16]([CH:19]=[O:20])=[CH:15][CH:14]=1.C([O-])([O-])[O:22][CH2:23][CH3:24]. Product: [CH2:2]([O:20][CH:19]([O:22][CH2:23][CH3:24])[C:16]1[CH:17]=[CH:18][N:13]=[CH:14][CH:15]=1)[CH3:3]. The catalyst class is: 8. (6) Reactant: CC1(C)C(C)(C)OB([C:9]2[CH:10]=[C:11]3[C:15](=[CH:16][CH:17]=2)[C:14](=[O:18])[CH2:13][CH2:12]3)O1.Cl[C:21]1[N:26]=[CH:25][CH:24]=[CH:23][N:22]=1.C(COC)OC.C(=O)([O-])[O-].[Na+].[Na+]. Product: [N:22]1[CH:23]=[CH:24][CH:25]=[N:26][C:21]=1[C:9]1[CH:10]=[C:11]2[C:15](=[CH:16][CH:17]=1)[C:14](=[O:18])[CH2:13][CH2:12]2. The catalyst class is: 263. (7) Reactant: [Li]CCCC.CCCCCC.C(NC(C)C)(C)C.[CH:19]([O:22][CH:23]1[CH2:28][CH2:27][C:26](=[O:29])[CH2:25][CH2:24]1)([CH3:21])[CH3:20].[F:30][C:31]([F:50])([F:49])[S:32](N(C1C=CC=CN=1)[S:32]([C:31]([F:50])([F:49])[F:30])(=[O:34])=[O:33])(=[O:34])=[O:33]. Product: [F:30][C:31]([F:50])([F:49])[S:32]([O:29][C:26]1[CH2:27][CH2:28][CH:23]([O:22][CH:19]([CH3:21])[CH3:20])[CH2:24][CH:25]=1)(=[O:34])=[O:33]. The catalyst class is: 1.